This data is from Catalyst prediction with 721,799 reactions and 888 catalyst types from USPTO. The task is: Predict which catalyst facilitates the given reaction. (1) Reactant: [C:1](Cl)(=[O:8])[C:2]1[CH:7]=[CH:6][CH:5]=[CH:4][CH:3]=1.[NH:10]1[CH2:15][CH2:14][CH:13]([CH2:16][CH2:17][CH2:18][CH2:19][NH:20][C:21](=[O:30])[CH2:22][CH2:23][C:24]2[CH:25]=[N:26][CH:27]=[CH:28][CH:29]=2)[CH2:12][CH2:11]1.C(=O)([O-])[O-].[K+].[K+]. Product: [C:1]([N:10]1[CH2:15][CH2:14][CH:13]([CH2:16][CH2:17][CH2:18][CH2:19][NH:20][C:21](=[O:30])[CH2:22][CH2:23][C:24]2[CH:25]=[N:26][CH:27]=[CH:28][CH:29]=2)[CH2:12][CH2:11]1)(=[O:8])[C:2]1[CH:7]=[CH:6][CH:5]=[CH:4][CH:3]=1. The catalyst class is: 3. (2) Reactant: [NH2:1][C:2]1[CH:3]=[C:4]([C:15]([F:18])([F:17])[F:16])[C:5]2[N:6]([C:8]([Cl:14])=[C:9]([C:11]([OH:13])=O)[N:10]=2)[CH:7]=1.[NH:19]1[CH2:24][CH2:23][CH:22]([N:25]2[CH2:29][CH2:28][O:27][C:26]2=[O:30])[CH2:21][CH2:20]1.C(N(CC)C(C)C)(C)C.C1CN([P+](Br)(N2CCCC2)N2CCCC2)CC1.F[P-](F)(F)(F)(F)F. Product: [NH2:1][C:2]1[CH:3]=[C:4]([C:15]([F:18])([F:17])[F:16])[C:5]2[N:6]([C:8]([Cl:14])=[C:9]([C:11]([N:19]3[CH2:20][CH2:21][CH:22]([N:25]4[CH2:29][CH2:28][O:27][C:26]4=[O:30])[CH2:23][CH2:24]3)=[O:13])[N:10]=2)[CH:7]=1. The catalyst class is: 31. (3) Reactant: [CH3:1][C:2]([SH:5])([CH3:4])[CH3:3].[F:6][C:7]1[CH:12]=[CH:11][CH:10]=[C:9](F)[C:8]=1[C:14]1[O:15][CH2:16][C:17]([CH3:20])([CH3:19])[N:18]=1.[H-].[Na+]. Product: [F:6][C:7]1[CH:12]=[CH:11][CH:10]=[C:9]([S:5][C:2]([CH3:4])([CH3:3])[CH3:1])[C:8]=1[C:14]1[O:15][CH2:16][C:17]([CH3:20])([CH3:19])[N:18]=1. The catalyst class is: 1. (4) Reactant: [CH3:1][O:2][C:3](=[O:20])[C@H:4]([NH:12][C:13]([O:15][C:16]([CH3:19])([CH3:18])[CH3:17])=[O:14])[C:5]1[CH:10]=[CH:9][C:8](Cl)=[CH:7][CH:6]=1.C1(P(C2CCCCC2)C2C=CC=CC=2C2C(OC)=CC=CC=2OC)CCCCC1.P([O-])([O-])([O-])=O.[K+].[K+].[K+].[C:58]([Si:62]([CH3:100])([CH3:99])[O:63][CH:64]([C:95]([CH3:98])([CH3:97])[CH3:96])[CH2:65][CH2:66][C:67]1[CH:72]=[CH:71][C:70]([C:73]([C:78]2[CH:83]=[CH:82][C:81](B3OC(C)(C)C(C)(C)O3)=[C:80]([CH3:93])[CH:79]=2)([CH2:76][CH3:77])[CH2:74][CH3:75])=[CH:69][C:68]=1[CH3:94])([CH3:61])([CH3:60])[CH3:59]. Product: [CH3:1][O:2][C:3](=[O:20])[C@H:4]([NH:12][C:13]([O:15][C:16]([CH3:19])([CH3:18])[CH3:17])=[O:14])[C:5]1[CH:10]=[CH:9][C:8]([C:81]2[CH:82]=[CH:83][C:78]([C:73]([C:70]3[CH:71]=[CH:72][C:67]([CH2:66][CH2:65][CH:64]([O:63][Si:62]([C:58]([CH3:61])([CH3:60])[CH3:59])([CH3:99])[CH3:100])[C:95]([CH3:98])([CH3:97])[CH3:96])=[C:68]([CH3:94])[CH:69]=3)([CH2:74][CH3:75])[CH2:76][CH3:77])=[CH:79][C:80]=2[CH3:93])=[CH:7][CH:6]=1. The catalyst class is: 493. (5) Reactant: Cl[C:2]1[C:11]2[C:6](=[C:7]([C:12]([NH:14][C:15]3[C:20]([F:21])=[CH:19][CH:18]=[C:17]([NH:22][S:23]([CH2:26][CH2:27][CH3:28])(=[O:25])=[O:24])[C:16]=3[F:29])=[O:13])[CH:8]=[CH:9][CH:10]=2)[N:5]=[CH:4][N:3]=1.[NH3:30]. Product: [F:29][C:16]1[C:17]([NH:22][S:23]([CH2:26][CH2:27][CH3:28])(=[O:25])=[O:24])=[CH:18][CH:19]=[C:20]([F:21])[C:15]=1[NH:14][C:12]([C:7]1[CH:8]=[CH:9][CH:10]=[C:11]2[C:6]=1[N:5]=[CH:4][N:3]=[C:2]2[NH2:30])=[O:13]. The catalyst class is: 32. (6) Reactant: [CH3:1][C:2]1[CH:7]=[C:6]([CH3:8])[CH:5]=[C:4]([CH3:9])[C:3]=1Br.[Mg].II.[CH:14](=[O:20])[C:15]1[O:19][CH:18]=[CH:17][CH:16]=1. Product: [CH3:1][C:2]1[CH:7]=[C:6]([CH3:8])[CH:5]=[C:4]([CH3:9])[C:3]=1[CH:14]([C:15]1[O:19][CH:18]=[CH:17][CH:16]=1)[OH:20]. The catalyst class is: 7. (7) Reactant: [CH3:1][C:2]1[C:3]([N+:10]([O-:12])=[O:11])=[C:4]([CH:7]=[CH:8][CH:9]=1)[CH2:5]Br.CCO.[C-:16]#[N:17].[K+]. Product: [CH3:1][C:2]1[C:3]([N+:10]([O-:12])=[O:11])=[C:4]([CH:7]=[CH:8][CH:9]=1)[CH2:5][C:16]#[N:17]. The catalyst class is: 6. (8) Reactant: C(OC([N:8]1[C:16]2[C:11](=[CH:12][CH:13]=[C:14]([Cl:17])[CH:15]=2)/[C:10](=[CH:18]/[C:19]2[CH:24]=[C:23]([Cl:25])[CH:22]=[CH:21][C:20]=2[O:26][C:27]([C:34]([O:36][CH2:37][CH3:38])=[O:35])([CH2:31][CH2:32][CH3:33])[CH2:28][CH2:29][CH3:30])/[C:9]1=[O:39])=O)(C)(C)C.[F:40][C:41]1[CH:42]=[CH:43][C:44]([CH3:56])=[C:45]([CH:47]=[N:48][C:49]([O:51][Si](C)(C)C)=[CH2:50])[CH:46]=1. Product: [Cl:17][C:14]1[CH:15]=[C:16]2[NH:8][C:9](=[O:39])[C:10]3([CH:18]([C:19]4[CH:24]=[C:23]([Cl:25])[CH:22]=[CH:21][C:20]=4[O:26][C:27]([C:34]([O:36][CH2:37][CH3:38])=[O:35])([CH2:31][CH2:32][CH3:33])[CH2:28][CH2:29][CH3:30])[CH2:50][C:49](=[O:51])[NH:48][CH:47]3[C:45]3[CH:46]=[C:41]([F:40])[CH:42]=[CH:43][C:44]=3[CH3:56])[C:11]2=[CH:12][CH:13]=1. The catalyst class is: 11. (9) Reactant: [CH3:1][C:2]1[CH:3]=[C:4]2[C:9](=[CH:10][CH:11]=1)[O:8][CH2:7][CH2:6][C:5]2=O.Cl.[O:14]([NH2:16])[CH3:15]. Product: [CH3:15][O:14][N:16]=[C:5]1[C:4]2[C:9](=[CH:10][CH:11]=[C:2]([CH3:1])[CH:3]=2)[O:8][CH2:7][CH2:6]1. The catalyst class is: 17.